Dataset: Forward reaction prediction with 1.9M reactions from USPTO patents (1976-2016). Task: Predict the product of the given reaction. (1) Given the reactants [Cl-].[CH2:2]([N+:6]1[CH:11]=[CH:10][CH:9]=[CH:8][CH:7]=1)[CH2:3][CH2:4][CH3:5].[C:12]([O-:21])(=[O:20])[CH2:13][CH2:14][CH2:15][CH2:16][CH2:17][CH2:18][CH3:19].[Na+].C([N+]1C=CC=CC=1)CCC.CO, predict the reaction product. The product is: [C:12]([O-:21])(=[O:20])[CH2:13][CH2:14][CH2:15][CH2:16][CH2:17][CH2:18][CH3:19].[CH2:2]([N+:6]1[CH:11]=[CH:10][CH:9]=[CH:8][CH:7]=1)[CH2:3][CH2:4][CH3:5]. (2) The product is: [Br:3][C:4]1[CH:5]=[C:6]([CH:14]=[CH2:16])[C:7]2[C:12]([CH:13]=1)=[CH:11][CH:10]=[CH:9][CH:8]=2. Given the reactants [H-].[Na+].[Br:3][C:4]1[CH:5]=[C:6]([CH:14]=O)[C:7]2[C:12]([CH:13]=1)=[CH:11][CH:10]=[CH:9][CH:8]=2.[CH2:16]1COCC1, predict the reaction product. (3) Given the reactants [O:1]1[CH2:6][CH2:5][N:4]([C:7]2[C:8]([NH2:26])=[N:9][C:10]3[C:15]([CH:16]=2)=[CH:14][C:13](B2OC(C)(C)C(C)(C)O2)=[CH:12][CH:11]=3)[CH2:3][CH2:2]1.P([O-])([O-])([O-])=O.[K+].[K+].[K+].C1(P(C2CCCCC2)C2C=CC=CC=2C2C(C(C)C)=CC(C(C)C)=CC=2C(C)C)CCCCC1.Br[C:70]1[C:75]([CH3:76])=[CH:74][CH:73]=[CH:72][C:71]=1[C:77]1[O:78][CH:79]=[C:80]([CH3:82])[N:81]=1, predict the reaction product. The product is: [CH3:76][C:75]1[CH:74]=[CH:73][CH:72]=[C:71]([C:77]2[O:78][CH:79]=[C:80]([CH3:82])[N:81]=2)[C:70]=1[C:13]1[CH:14]=[C:15]2[C:10](=[CH:11][CH:12]=1)[N:9]=[C:8]([NH2:26])[C:7]([N:4]1[CH2:3][CH2:2][O:1][CH2:6][CH2:5]1)=[CH:16]2. (4) The product is: [C:16]([O:15][C:13]([NH:12][CH2:11][C:5]1([C:3]([OH:4])=[O:2])[CH2:7][CH:6]1[CH:8]([CH3:9])[CH3:10])=[O:14])([CH3:17])([CH3:19])[CH3:18]. Given the reactants C[O:2][C:3]([C:5]1([CH2:11][NH:12][C:13]([O:15][C:16]([CH3:19])([CH3:18])[CH3:17])=[O:14])[CH2:7][CH:6]1[CH:8]([CH3:10])[CH3:9])=[O:4].[Li+].[OH-], predict the reaction product. (5) Given the reactants C([NH:4][C:5]1[NH:6][C:7](=O)[C:8]2[N:14]=[C:13]([C:15]3[CH:20]=[CH:19][C:18]([F:21])=[C:17]([CH3:22])[CH:16]=3)[CH:12]=[CH:11][C:9]=2[N:10]=1)(=O)C.[NH:24]1[CH2:29][CH2:28][O:27][CH2:26][CH2:25]1.C1(C)C=CC(S(O)(=O)=O)=CC=1.S([O-])([O-])(=O)=O.[NH4+].[NH4+].C[Si](C)(C)N[Si](C)(C)C.[O-]CC.[Na+], predict the reaction product. The product is: [NH2:4][C:5]1[N:6]=[C:7]([N:24]2[CH2:29][CH2:28][O:27][CH2:26][CH2:25]2)[C:8]2[N:14]=[C:13]([C:15]3[CH:20]=[CH:19][C:18]([F:21])=[C:17]([CH3:22])[CH:16]=3)[CH:12]=[CH:11][C:9]=2[N:10]=1. (6) Given the reactants Cl[C:2]1[N:3]=[CH:4][C:5]2[N:11]([CH3:12])[C:10](=[O:13])[CH2:9][CH2:8][N:7]([CH:14]([CH3:16])[CH3:15])[C:6]=2[N:17]=1.[NH2:18][C:19]1[CH:27]=[CH:26][C:22]([C:23]([OH:25])=[O:24])=[CH:21][C:20]=1[O:28][CH3:29].C(O)C, predict the reaction product. The product is: [CH:14]([N:7]1[CH2:8][CH2:9][C:10](=[O:13])[N:11]([CH3:12])[C:5]2[CH:4]=[N:3][C:2]([NH:18][C:19]3[CH:27]=[CH:26][C:22]([C:23]([OH:25])=[O:24])=[CH:21][C:20]=3[O:28][CH3:29])=[N:17][C:6]1=2)([CH3:16])[CH3:15]. (7) Given the reactants [C@H:1]1([C:8]([OH:10])=[O:9])[CH2:4][C@@H:3]([C:5]([OH:7])=[O:6])[CH2:2]1.[CH2:11](O)[C:12]1[CH:17]=[CH:16][CH:15]=[CH:14][CH:13]=1.CCN=C=NCCCN(C)C.Cl, predict the reaction product. The product is: [CH2:11]([O:6][C:5]([C@@H:3]1[CH2:4][C@H:1]([C:8]([OH:10])=[O:9])[CH2:2]1)=[O:7])[C:12]1[CH:17]=[CH:16][CH:15]=[CH:14][CH:13]=1. (8) Given the reactants [Br:1][C:2]1[CH:10]=C2[C:5]([CH:6]=[CH:7]N2)=[C:4]([O:11][CH3:12])[CH:3]=1.[Cl-].Cl[CH:15]=[N+:16]([CH3:18])C.[OH2:19].[OH-].[Na+], predict the reaction product. The product is: [Br:1][C:2]1[CH:10]=[C:18]2[C:5]([C:6]([CH:7]=[O:19])=[CH:15][NH:16]2)=[C:4]([O:11][CH3:12])[CH:3]=1. (9) Given the reactants [Cl:1][C:2]1[N:7]=[CH:6][N:5]=[C:4]([NH2:8])[CH:3]=1.[C:9]1([O:15][C:16](Cl)=[O:17])[CH:14]=[CH:13][CH:12]=[CH:11][CH:10]=1.C(=O)([O-])[O-].[Cs+].[Cs+], predict the reaction product. The product is: [Cl:1][C:2]1[N:7]=[CH:6][N:5]=[C:4]([NH:8][C:16](=[O:17])[O:15][C:9]2[CH:14]=[CH:13][CH:12]=[CH:11][CH:10]=2)[CH:3]=1.